Dataset: NCI-60 drug combinations with 297,098 pairs across 59 cell lines. Task: Regression. Given two drug SMILES strings and cell line genomic features, predict the synergy score measuring deviation from expected non-interaction effect. (1) Drug 1: CC12CCC3C(C1CCC2O)C(CC4=C3C=CC(=C4)O)CCCCCCCCCS(=O)CCCC(C(F)(F)F)(F)F. Drug 2: CC(C)(C#N)C1=CC(=CC(=C1)CN2C=NC=N2)C(C)(C)C#N. Cell line: SF-539. Synergy scores: CSS=-3.03, Synergy_ZIP=0.284, Synergy_Bliss=0.182, Synergy_Loewe=-1.34, Synergy_HSA=-1.90. (2) Drug 1: C1=NC2=C(N1)C(=S)N=CN2. Drug 2: C1CC(=O)NC(=O)C1N2C(=O)C3=CC=CC=C3C2=O. Cell line: SW-620. Synergy scores: CSS=5.31, Synergy_ZIP=-2.46, Synergy_Bliss=-2.13, Synergy_Loewe=-10.6, Synergy_HSA=-3.20. (3) Drug 1: C1=CC(=CC=C1CCCC(=O)O)N(CCCl)CCCl. Drug 2: C1C(C(OC1N2C=NC(=NC2=O)N)CO)O. Cell line: SF-539. Synergy scores: CSS=28.1, Synergy_ZIP=-1.67, Synergy_Bliss=-2.53, Synergy_Loewe=-2.67, Synergy_HSA=-1.83.